This data is from Experimentally validated miRNA-target interactions with 360,000+ pairs, plus equal number of negative samples. The task is: Binary Classification. Given a miRNA mature sequence and a target amino acid sequence, predict their likelihood of interaction. (1) The protein sequence of the target gene is MAASEDGSSCLVSRGRSQSDPSFLSDSSATSTDAGENPDEMDQTPPARSEPLVSGIRTPPVRRNSKLATLGRIFKPWKWRKKKNEKLKQTTSALEKKMAGRQGREELIKQGLLEMMEQDSENKACSPKEGSQPVQSEPPAGEQETLTSEGAQPGSPSASGTDQVSQDELLSSDAHLDDTANIPSASTAEEADAGSLLPTTDEPSQALAGSDSLDSPPRSLERSVSQLPSPPLLPTPPPKASSKATKNVTGQAALFQGPSMKNNEPALRGQLATPTGSPHVTTVHRPLPPSRVMEELHRAL.... Result: 0 (no interaction). The miRNA is hsa-miR-4680-3p with sequence UCUGAAUUGUAAGAGUUGUUA. (2) The miRNA is hsa-miR-301a-3p with sequence CAGUGCAAUAGUAUUGUCAAAGC. The protein sequence of the target gene is MGAPRSLLLALAAGLAVARPPNIVLIFADDLGYGDLGCYGHPSSTTPNLDQLAAGGLRFTDFYVPVSLCTPSRAALLTGRLPVRMGMYPGVLVPSSRGGLPLEEVTVAEVLAARGYLTGMAGKWHLGVGPEGAFLPPHQGFHRFLGIPYSHDQGPCQNLTCFPPATPCDGGCDQGLVPIPLLANLSVEAQPPWLPGLEARYMAFAHDLMADAQRQDRPFFLYYASHHTHYPQFSGQSFAERSGRGPFGDSLMELDAAVGTLMTAIGDLGLLEETLVIFTADNGPETMRMSRGGCSGLLRC.... Result: 1 (interaction). (3) The miRNA is mmu-miR-124-3p with sequence UAAGGCACGCGGUGAAUGCC. The protein sequence of the target gene is MYVKSIILEGFKSYAQRTEVNGFDPLFNAITGLNGSGKSNILDSICFLLGISNLSQVRASNLQDLVYKNGQAGITKASVSITFDNSDKKQSPLGFEAHDEITVTRQVVIGGRNKYLINGVNANNTRVQDLFCSVGLNVNNPHFLIMQGRITKVLNMKPPEILSMIEEAAGTRMYEYKKIAAQKTIEKKEAKLKEIKTILEEEITPTIQKLKEERSSYLEYQKVMREIEHLSRLYIAYQFLRAEDTKERSAGELKEMQDKIVNLQEVLSENEKKIKALNCEIEELERRKDKETGGKLKSLE.... Result: 1 (interaction). (4) The miRNA is hsa-miR-378a-3p with sequence ACUGGACUUGGAGUCAGAAGGC. The protein sequence of the target gene is MANSGLQLLGYFLALGGWVGIIASTALPQWKQSSYAGDAIITAVGLYEGLWMSCASQSTGQVQCKLYDSLLALDGHIQSARALMVVAVLLGFVAMVLSVVGMKCTRVGDSNPTAKSRVAISGGALFLLAGLCTLTAVSWYATLVTQEFFNPSTPVNARYEFGPALFVGWASAGLAMLGGSFLCCTCPEPERANSIPQPYRSGPSTAAREPVVKLPASVKGPLGV. Result: 0 (no interaction).